This data is from NCI-60 drug combinations with 297,098 pairs across 59 cell lines. The task is: Regression. Given two drug SMILES strings and cell line genomic features, predict the synergy score measuring deviation from expected non-interaction effect. (1) Drug 1: CC(C1=C(C=CC(=C1Cl)F)Cl)OC2=C(N=CC(=C2)C3=CN(N=C3)C4CCNCC4)N. Drug 2: C1=CC(=C2C(=C1NCCNCCO)C(=O)C3=C(C=CC(=C3C2=O)O)O)NCCNCCO. Cell line: T-47D. Synergy scores: CSS=47.7, Synergy_ZIP=18.1, Synergy_Bliss=17.3, Synergy_Loewe=-0.875, Synergy_HSA=16.0. (2) Drug 1: CC=C1C(=O)NC(C(=O)OC2CC(=O)NC(C(=O)NC(CSSCCC=C2)C(=O)N1)C(C)C)C(C)C. Drug 2: C1=CC=C(C=C1)NC(=O)CCCCCCC(=O)NO. Cell line: DU-145. Synergy scores: CSS=68.8, Synergy_ZIP=4.21, Synergy_Bliss=4.10, Synergy_Loewe=-13.8, Synergy_HSA=5.33.